Task: Predict the reactants needed to synthesize the given product.. Dataset: Full USPTO retrosynthesis dataset with 1.9M reactions from patents (1976-2016) (1) Given the product [CH3:6][O:19][C:1]1[CH:21]=[C:22]([O:23][CH3:24])[CH:4]=[CH:3][C:2]=1[CH:12]([C:14]1[S:15][CH:16]=[CH:17][CH:18]=1)[OH:13], predict the reactants needed to synthesize it. The reactants are: [CH2:1]([Li])[CH2:2][CH2:3][CH3:4].[CH3:6]CCCCC.[CH:12]([C:14]1[S:15][CH:16]=[CH:17][CH:18]=1)=[O:13].[OH2:19].C1[CH2:24][O:23][CH2:22][CH2:21]1. (2) Given the product [CH3:27][O:26][C:5]1[CH:6]=[CH:7][C:8]([S:12]([NH:15][C:16]2[CH:21]=[CH:20][C:19]([C:22]([F:23])([F:24])[F:25])=[CH:18][CH:17]=2)(=[O:13])=[O:14])=[C:9]2[C:4]=1[CH2:3][C@@H:2]([NH:1][C:29](=[O:30])[O:31][CH2:32][CH3:33])[CH2:11][CH2:10]2, predict the reactants needed to synthesize it. The reactants are: [NH2:1][C@H:2]1[CH2:11][CH2:10][C:9]2[C:8]([S:12]([NH:15][C:16]3[CH:21]=[CH:20][C:19]([C:22]([F:25])([F:24])[F:23])=[CH:18][CH:17]=3)(=[O:14])=[O:13])=[CH:7][CH:6]=[C:5]([O:26][CH3:27])[C:4]=2[CH2:3]1.Cl[C:29]([O:31][CH2:32][CH3:33])=[O:30].N1C=CC=CC=1. (3) Given the product [C:23]([O:27][C:28]([N:30]1[CH2:35][CH2:34][O:33][CH2:32][C@H:31]1[C:36](=[O:37])[NH:1][C:2]1[CH:7]=[CH:6][C:5]([C:8]#[C:9][C:10]2[C:11]([C:15]3[CH:20]=[C:19]([Cl:21])[CH:18]=[CH:17][C:16]=3[OH:22])=[N:12][NH:13][CH:14]=2)=[CH:4][CH:3]=1)=[O:29])([CH3:26])([CH3:25])[CH3:24], predict the reactants needed to synthesize it. The reactants are: [NH2:1][C:2]1[CH:7]=[CH:6][C:5]([C:8]#[C:9][C:10]2[C:11]([C:15]3[CH:20]=[C:19]([Cl:21])[CH:18]=[CH:17][C:16]=3[OH:22])=[N:12][NH:13][CH:14]=2)=[CH:4][CH:3]=1.[C:23]([O:27][C:28]([N:30]1[CH2:35][CH2:34][O:33][CH2:32][C@H:31]1[C:36](O)=[O:37])=[O:29])([CH3:26])([CH3:25])[CH3:24].C(N=C=NC(C)C)(C)C.O[Li].O.C(O)(=O)C. (4) The reactants are: [Cl:1][C:2]1[CH:10]=[C:9]2[C:5]([C:6]([C:11](=[O:16])C(F)(F)F)=[CH:7][NH:8]2)=[CH:4][CH:3]=1.C(=O)([O-])[O-].[K+].[K+].I[CH2:24][CH3:25].[OH-:26].[Na+]. Given the product [Cl:1][C:2]1[CH:10]=[C:9]2[C:5]([C:6]([C:11]([OH:16])=[O:26])=[CH:7][N:8]2[CH2:24][CH3:25])=[CH:4][CH:3]=1, predict the reactants needed to synthesize it. (5) The reactants are: [OH:1][C@H:2]([CH2:7][CH2:8][CH:9]=[CH2:10])CC(O)=O.F[B-](F)(F)F.[CH3:16][O+](C)C.CN(C)C1C2C(=CC=CC=2N(C)C)C=CC=1.Cl.[C:37]([O:40][CH2:41]C)(=[O:39])[CH3:38]. Given the product [CH3:41][O:40][C:37](=[O:39])[CH2:38][C@H:2]([O:1][CH3:16])[CH2:7][CH2:8][CH:9]=[CH2:10], predict the reactants needed to synthesize it. (6) Given the product [CH2:1]([O:8][C:9]1[CH:17]=[CH:16][C:12]([C:13]([N:35]2[CH2:40][CH2:39][CH2:38][CH2:37][CH2:36]2)=[O:15])=[CH:11][C:10]=1[C:18]([NH:20][C:21]1[CH:22]=[C:23]([C:31]([F:34])([F:33])[F:32])[CH:24]=[C:25]([C:27]([F:30])([F:28])[F:29])[CH:26]=1)=[O:19])[C:2]1[CH:7]=[CH:6][CH:5]=[CH:4][CH:3]=1, predict the reactants needed to synthesize it. The reactants are: [CH2:1]([O:8][C:9]1[CH:17]=[CH:16][C:12]([C:13]([OH:15])=O)=[CH:11][C:10]=1[C:18]([NH:20][C:21]1[CH:26]=[C:25]([C:27]([F:30])([F:29])[F:28])[CH:24]=[C:23]([C:31]([F:34])([F:33])[F:32])[CH:22]=1)=[O:19])[C:2]1[CH:7]=[CH:6][CH:5]=[CH:4][CH:3]=1.[NH:35]1[CH2:40][CH2:39][CH2:38][CH2:37][CH2:36]1. (7) Given the product [NH2:23][C:12]1[N:13]=[C:14]([N:17]2[CH2:18][CH2:19][N:20]([C:31]([NH:30][C:27]3[CH:28]=[CH:29][C:24]([CH3:33])=[CH:25][CH:26]=3)=[O:32])[CH2:21][CH2:22]2)[C:15]2[N:16]=[C:8]([C:5]3[CH:6]=[CH:7][C:2]([F:1])=[CH:3][CH:4]=3)[S:9][C:10]=2[N:11]=1, predict the reactants needed to synthesize it. The reactants are: [F:1][C:2]1[CH:7]=[CH:6][C:5]([C:8]2[S:9][C:10]3[N:11]=[C:12]([NH2:23])[N:13]=[C:14]([N:17]4[CH2:22][CH2:21][NH:20][CH2:19][CH2:18]4)[C:15]=3[N:16]=2)=[CH:4][CH:3]=1.[C:24]1([CH3:33])[CH:29]=[CH:28][C:27]([N:30]=[C:31]=[O:32])=[CH:26][CH:25]=1.